Task: Predict the reaction yield, written as a fraction of the theoretical maximum amount of product (1.0 means a 100% yield; for example, 0.34 means a 34% yield).. Dataset: Reaction yield outcomes from USPTO patents with 853,638 reactions (1) The reactants are [CH3:1][C:2]([CH3:31])([CH3:30])[CH2:3][C:4]([NH:6][C:7]1[C:8]([CH3:29])=[C:9](B(O)O)[C:10]2[O:14][CH2:13][CH:12]([C:15]3[CH:20]=[CH:19][C:18]([CH:21]([CH3:23])[CH3:22])=[CH:17][CH:16]=3)[C:11]=2[C:24]=1[CH3:25])=[O:5].[C:32]([C:35]1[S:36][CH:37]=[C:38](Br)[CH:39]=1)(=[O:34])[CH3:33]. The catalyst is CCCCCC.C(OCC)(=O)C. The product is [C:32]([C:35]1[S:36][CH:37]=[C:38]([C:11]2[C:10]3[O:14][CH2:13][CH:12]([C:15]4[CH:20]=[CH:19][C:18]([CH:21]([CH3:23])[CH3:22])=[CH:17][CH:16]=4)[C:9]=3[C:8]([CH3:29])=[C:7]([NH:6][C:4](=[O:5])[CH2:3][C:2]([CH3:1])([CH3:31])[CH3:30])[C:24]=2[CH3:25])[CH:39]=1)(=[O:34])[CH3:33]. The yield is 0.620. (2) The reactants are C(OC(=O)[NH:7][C@H:8]([C:12]1[N:16]([C:17]2[CH:22]=[CH:21][CH:20]=[CH:19][CH:18]=2)[C:15]2[CH:23]=[C:24]([F:27])[CH:25]=[CH:26][C:14]=2[N:13]=1)[CH2:9][O:10][CH3:11])(C)(C)C.C(O)(C(F)(F)F)=O. The catalyst is C(Cl)Cl. The product is [F:27][C:24]1[CH:25]=[CH:26][C:14]2[N:13]=[C:12]([C@@H:8]([NH2:7])[CH2:9][O:10][CH3:11])[N:16]([C:17]3[CH:18]=[CH:19][CH:20]=[CH:21][CH:22]=3)[C:15]=2[CH:23]=1. The yield is 0.650. (3) The reactants are [N:1]12[CH2:8][CH2:7][C:4]([C:9]([C:17]3[CH:22]=[CH:21][CH:20]=[CH:19][CH:18]=3)([C:11]3[CH:16]=[CH:15][CH:14]=[CH:13][CH:12]=3)[OH:10])([CH2:5][CH2:6]1)[CH2:3][CH2:2]2.[Br:23][CH2:24][CH2:25][CH2:26][CH:27]=[CH2:28]. The catalyst is CC#N. The product is [Br-:23].[OH:10][C:9]([C:17]1[CH:22]=[CH:21][CH:20]=[CH:19][CH:18]=1)([C:11]1[CH:12]=[CH:13][CH:14]=[CH:15][CH:16]=1)[C:4]12[CH2:5][CH2:6][N+:1]([CH2:28][CH2:27][CH2:26][CH:25]=[CH2:24])([CH2:2][CH2:3]1)[CH2:8][CH2:7]2. The yield is 0.886. (4) The catalyst is ClCCCl. The reactants are [Cl:1][C:2]1[CH:9]=[CH:8][CH:7]=[C:6]([N:10]2[CH2:15][CH2:14][O:13][CH2:12][CH2:11]2)[C:3]=1[CH:4]=O.[N:16]1([C:22]([O:24][C:25]([CH3:28])([CH3:27])[CH3:26])=[O:23])[CH2:21][CH2:20][NH:19][CH2:18][CH2:17]1.C(O[BH-](OC(=O)C)OC(=O)C)(=O)C.[Na+]. The yield is 0.770. The product is [Cl:1][C:2]1[CH:9]=[CH:8][CH:7]=[C:6]([N:10]2[CH2:15][CH2:14][O:13][CH2:12][CH2:11]2)[C:3]=1[CH2:4][N:19]1[CH2:18][CH2:17][N:16]([C:22]([O:24][C:25]([CH3:28])([CH3:27])[CH3:26])=[O:23])[CH2:21][CH2:20]1. (5) The catalyst is CN1C(=O)CCC1. The yield is 0.720. The reactants are [CH2:1]([S:8][C:9]1[N:10]=[C:11](Cl)[C:12]2[S:17][C:16]([NH2:18])=[N:15][C:13]=2[N:14]=1)[C:2]1[CH:7]=[CH:6][CH:5]=[CH:4][CH:3]=1.CCN(C(C)C)C(C)C.[CH3:29][NH:30][C@@H:31]([CH2:36][OH:37])[CH2:32][CH:33]([CH3:35])[CH3:34]. The product is [NH2:18][C:16]1[S:17][C:12]2[C:11]([N:30]([CH3:29])[C@H:31]([CH2:32][CH:33]([CH3:35])[CH3:34])[CH2:36][OH:37])=[N:10][C:9]([S:8][CH2:1][C:2]3[CH:7]=[CH:6][CH:5]=[CH:4][CH:3]=3)=[N:14][C:13]=2[N:15]=1.